Dataset: Forward reaction prediction with 1.9M reactions from USPTO patents (1976-2016). Task: Predict the product of the given reaction. (1) Given the reactants [CH3:1]C(C)([O-])C.[K+].[C:7]([O:11][C:12]([NH:14][C@@H:15]([CH3:41])[CH2:16][NH:17][C:18]1[N:19]([CH2:37][C:38]#[C:39][CH3:40])[C:20]2[C:25](=[O:26])[N:24]([CH2:27][C:28]3[CH:33]=[CH:32][CH:31]=[CH:30][C:29]=3[C:34]#[N:35])[N:23]=[CH:22][C:21]=2[N:36]=1)=[O:13])([CH3:10])([CH3:9])[CH3:8].CI.O, predict the reaction product. The product is: [C:7]([O:11][C:12]([NH:14][C@@H:15]([CH3:41])[CH2:16][N:17]([C:18]1[N:19]([CH2:37][C:38]#[C:39][CH3:40])[C:20]2[C:25](=[O:26])[N:24]([CH2:27][C:28]3[CH:33]=[CH:32][CH:31]=[CH:30][C:29]=3[C:34]#[N:35])[N:23]=[CH:22][C:21]=2[N:36]=1)[CH3:1])=[O:13])([CH3:10])([CH3:9])[CH3:8]. (2) Given the reactants [Cl:1][C:2]1[N:7]=[CH:6][N:5]=[C:4]([O:8][C:9]2[CH:10]=[C:11]3[C:16](=[CH:17][CH:18]=2)[C:15]([C:19](Cl)=[O:20])=[CH:14][CH:13]=[CH:12]3)[CH:3]=1.[CH3:22][N:23]1[CH2:28][CH2:27][N:26]([CH2:29][C:30]2[CH:35]=[CH:34][C:33]([NH2:36])=[CH:32][CH:31]=2)[CH2:25][CH2:24]1.C(N(C(C)C)CC)(C)C.C([O-])(O)=O.[Na+], predict the reaction product. The product is: [CH3:22][N:23]1[CH2:28][CH2:27][N:26]([CH2:29][C:30]2[CH:35]=[CH:34][C:33]([NH:36][C:19]([C:15]3[C:16]4[C:11](=[CH:10][C:9]([O:8][C:4]5[CH:3]=[C:2]([Cl:1])[N:7]=[CH:6][N:5]=5)=[CH:18][CH:17]=4)[CH:12]=[CH:13][CH:14]=3)=[O:20])=[CH:32][CH:31]=2)[CH2:25][CH2:24]1.